From a dataset of Full USPTO retrosynthesis dataset with 1.9M reactions from patents (1976-2016). Predict the reactants needed to synthesize the given product. (1) Given the product [ClH:26].[F:14][C:10]1[C:9]2[N:5]([CH2:4][CH2:3][CH2:2][NH:25][CH3:24])[S:6](=[O:23])(=[O:22])[N:7]([C:15]3[CH:20]=[CH:19][CH:18]=[CH:17][C:16]=3[F:21])[C:8]=2[CH:13]=[CH:12][CH:11]=1, predict the reactants needed to synthesize it. The reactants are: Br[CH2:2][CH2:3][CH2:4][N:5]1[C:9]2[C:10]([F:14])=[CH:11][CH:12]=[CH:13][C:8]=2[N:7]([C:15]2[CH:20]=[CH:19][CH:18]=[CH:17][C:16]=2[F:21])[S:6]1(=[O:23])=[O:22].[CH3:24][NH2:25].[ClH:26]. (2) The reactants are: F[C:2]1[C:7]([F:8])=[CH:6][C:5]([I:9])=[CH:4][N:3]=1.Cl.[NH2:11][C@H:12]1[CH2:17][CH2:16][C@H:15]([OH:18])[CH2:14][CH2:13]1.C([O-])([O-])=O.[Cs+].[Cs+]. Given the product [F:8][C:7]1[C:2]([NH:11][C@H:12]2[CH2:17][CH2:16][C@H:15]([OH:18])[CH2:14][CH2:13]2)=[N:3][CH:4]=[C:5]([I:9])[CH:6]=1, predict the reactants needed to synthesize it. (3) The reactants are: [CH3:1][O:2][C:3]([CH2:5][C:6]([C:8]1[CH:9]=[C:10]([CH:15]=[CH:16][CH:17]=1)[C:11]([O:13][CH3:14])=[O:12])=[O:7])=[O:4].C([O-])([O-])=O.[K+].[K+].Br[CH2:25][C:26]([C:28]1[CH:33]=[CH:32][C:31]([CH:34]([CH3:36])[CH3:35])=[CH:30][CH:29]=1)=[O:27]. Given the product [CH:34]([C:31]1[CH:32]=[CH:33][C:28]([C:26](=[O:27])[CH2:25][CH:5]([C:3]([O:2][CH3:1])=[O:4])[C:6]([C:8]2[CH:9]=[C:10]([CH:15]=[CH:16][CH:17]=2)[C:11]([O:13][CH3:14])=[O:12])=[O:7])=[CH:29][CH:30]=1)([CH3:36])[CH3:35], predict the reactants needed to synthesize it. (4) Given the product [CH:36]1([C:33]2[N:32]=[CH:31][C:30]([C:26]3[CH:25]=[C:24]([C:22]4[CH2:21][C:20](=[O:39])[NH:19][C:9]5[CH:10]=[C:11]([O:14][C:15]([F:18])([F:16])[F:17])[CH:12]=[CH:13][C:8]=5[N:7]=4)[CH:29]=[CH:28][CH:27]=3)=[CH:35][CH:34]=2)[CH2:37][CH2:38]1, predict the reactants needed to synthesize it. The reactants are: C(OC(=O)[NH:7][C:8]1[CH:13]=[CH:12][C:11]([O:14][C:15]([F:18])([F:17])[F:16])=[CH:10][C:9]=1[NH:19][C:20](=[O:39])[CH2:21][C:22]([C:24]1[CH:29]=[CH:28][CH:27]=[C:26]([C:30]2[CH:31]=[N:32][C:33]([CH:36]3[CH2:38][CH2:37]3)=[CH:34][CH:35]=2)[CH:25]=1)=O)(C)(C)C.C(O)(C(F)(F)F)=O. (5) Given the product [NH:24]1[C:19]2[CH:20]=[CH:21][CH:22]=[CH:23][C:18]=2[N:25]=[C:15]1[CH2:14][CH:10]1[S:9][C:8]([NH:7][CH:1]2[CH2:6][CH2:5][CH2:4][CH2:3][CH2:2]2)=[N:12][C:11]1=[O:13], predict the reactants needed to synthesize it. The reactants are: [CH:1]1([NH:7][C:8]2[S:9][CH:10]([CH2:14][C:15](O)=O)[C:11](=[O:13])[N:12]=2)[CH2:6][CH2:5][CH2:4][CH2:3][CH2:2]1.[C:18]1([NH2:25])[CH:23]=[CH:22][CH:21]=[CH:20][C:19]=1[NH2:24].Cl.CN(C)CCCN=C=NCC. (6) Given the product [CH2:28]([S:35][C:2]1[CH:11]=[C:10]2[C:5]([C:6]([Cl:12])=[CH:7][CH:8]=[N:9]2)=[CH:4][CH:3]=1)[C:29]1[CH:34]=[CH:33][CH:32]=[CH:31][CH:30]=1, predict the reactants needed to synthesize it. The reactants are: Br[C:2]1[CH:11]=[C:10]2[C:5]([C:6]([Cl:12])=[CH:7][CH:8]=[N:9]2)=[CH:4][CH:3]=1.O1CCOCC1.CCN(C(C)C)C(C)C.[CH2:28]([SH:35])[C:29]1[CH:34]=[CH:33][CH:32]=[CH:31][CH:30]=1.